Dataset: Forward reaction prediction with 1.9M reactions from USPTO patents (1976-2016). Task: Predict the product of the given reaction. (1) Given the reactants [CH3:1][C:2]1[CH:3]=[C:4]2[C:9](=[CH:10][C:11]=1[N+:12]([O-:14])=[O:13])[NH:8][CH2:7][CH2:6][CH2:5]2.[F:15][C:16]1[CH:21]=[CH:20][C:19]([S:22](Cl)(=[O:24])=[O:23])=[CH:18][CH:17]=1.Cl, predict the reaction product. The product is: [F:15][C:16]1[CH:21]=[CH:20][C:19]([S:22]([N:8]2[C:9]3[C:4](=[CH:3][C:2]([CH3:1])=[C:11]([N+:12]([O-:14])=[O:13])[CH:10]=3)[CH2:5][CH2:6][CH2:7]2)(=[O:24])=[O:23])=[CH:18][CH:17]=1. (2) The product is: [CH:11]1([CH2:17][CH2:18][O:19][C:20]2[CH:33]=[CH:32][C:23]([CH2:24][CH:25]3[S:29][C:28](=[O:30])[NH:27][C:26]3=[O:31])=[CH:22][CH:21]=2)[CH2:12][CH2:13][CH2:14][CH2:15][CH2:16]1. Given the reactants CC(=NO)C(C)=NO.[BH4-].[Na+].[CH:11]1([CH2:17][CH2:18][O:19][C:20]2[CH:33]=[CH:32][C:23]([CH:24]=[C:25]3[S:29][C:28](=[O:30])[NH:27][C:26]3=[O:31])=[CH:22][CH:21]=2)[CH2:16][CH2:15][CH2:14][CH2:13][CH2:12]1.C(O)(=O)C, predict the reaction product. (3) Given the reactants [F:1][C:2]1([F:18])[CH2:6][CH2:5][CH:4]([NH:7]C(=O)OCC2C=CC=CC=2)[CH2:3]1.[ClH:19], predict the reaction product. The product is: [ClH:19].[F:1][C:2]1([F:18])[CH2:6][CH2:5][CH:4]([NH2:7])[CH2:3]1.